The task is: Predict the reactants needed to synthesize the given product.. This data is from Full USPTO retrosynthesis dataset with 1.9M reactions from patents (1976-2016). (1) Given the product [C:3]([O:7][C:8]([N:10]1[CH2:14][C@H:13]([S:15][CH2:16][C:17]2[CH:22]=[CH:21][C:20]([O:23][CH3:24])=[CH:19][CH:18]=2)[CH2:12][C@H:11]1[CH:25]=[CH:35][C:36]([O:37][CH2:38][CH3:34])=[O:30])=[O:9])([CH3:6])([CH3:5])[CH3:4], predict the reactants needed to synthesize it. The reactants are: [H-].[Na+].[C:3]([O:7][C:8]([N:10]1[CH2:14][C@H:13]([S:15][CH2:16][C:17]2[CH:22]=[CH:21][C:20]([O:23][CH3:24])=[CH:19][CH:18]=2)[CH2:12][C@H:11]1[CH:25]=O)=[O:9])([CH3:6])([CH3:5])[CH3:4].CO.C([O-])(O)=[O:30].[Na+].[CH2:34]1[CH2:38][O:37][CH2:36][CH2:35]1. (2) Given the product [Cl:1][C:2]1[C:3]([C:14]([OH:16])=[O:15])=[N:4][O:5][C:6]=1[C:7]1[CH:8]=[CH:9][C:10]([Cl:13])=[CH:11][CH:12]=1, predict the reactants needed to synthesize it. The reactants are: [Cl:1][C:2]1[C:3]([C:14]([O:16]CC)=[O:15])=[N:4][O:5][C:6]=1[C:7]1[CH:12]=[CH:11][C:10]([Cl:13])=[CH:9][CH:8]=1.[OH-].[Na+].Cl. (3) The reactants are: [NH:1]1[CH2:5][CH2:4][CH2:3][CH2:2]1.Cl[C:7]1[N:12]=[CH:11][C:10]([C:13]2[CH:31]=[N:30][C:16]3[NH:17][CH2:18][CH2:19][N:20]([CH2:21][C:22]4[CH:27]=[C:26]([Cl:28])[CH:25]=[CH:24][C:23]=4[Cl:29])[C:15]=3[CH:14]=2)=[CH:9][CH:8]=1. Given the product [Cl:29][C:23]1[CH:24]=[CH:25][C:26]([Cl:28])=[CH:27][C:22]=1[CH2:21][N:20]1[CH2:19][CH2:18][NH:17][C:16]2[N:30]=[CH:31][C:13]([C:10]3[CH:11]=[N:12][C:7]([N:1]4[CH2:5][CH2:4][CH2:3][CH2:2]4)=[CH:8][CH:9]=3)=[CH:14][C:15]1=2, predict the reactants needed to synthesize it. (4) Given the product [NH2:8][C:6]1[CH:7]=[C:2]([Cl:1])[N:3]=[C:4]([C:18]([O:20][CH3:21])=[O:19])[N:5]=1, predict the reactants needed to synthesize it. The reactants are: [Cl:1][C:2]1[CH:7]=[C:6]([NH:8]CC2C=CC(OC)=CC=2)[N:5]=[C:4]([C:18]([O:20][CH3:21])=[O:19])[N:3]=1.FC(F)(F)C(O)=O.FC(F)(F)S(O)(=O)=O. (5) Given the product [CH3:12][O:13][C:14]1[CH:19]=[CH:18][C:17]([CH:20]([N:23]2[CH2:28][CH2:27][O:26][CH2:25][CH2:24]2)[CH2:21][NH:22][C:4](=[O:6])[C:3]2[CH:7]=[CH:8][CH:9]=[C:10]([CH3:11])[C:2]=2[CH3:1])=[CH:16][CH:15]=1, predict the reactants needed to synthesize it. The reactants are: [CH3:1][C:2]1[C:10]([CH3:11])=[CH:9][CH:8]=[CH:7][C:3]=1[C:4]([OH:6])=O.[CH3:12][O:13][C:14]1[CH:19]=[CH:18][C:17]([CH:20]([N:23]2[CH2:28][CH2:27][O:26][CH2:25][CH2:24]2)[CH2:21][NH2:22])=[CH:16][CH:15]=1.